Dataset: Forward reaction prediction with 1.9M reactions from USPTO patents (1976-2016). Task: Predict the product of the given reaction. (1) The product is: [CH2:1]([CH:3]1[N:8]([CH2:19][C:18]([F:22])([F:21])[F:17])[C:7]2[CH:9]=[CH:10][C:11]([N+:13]([O-:15])=[O:14])=[CH:12][C:6]=2[O:5][CH2:4]1)[CH3:2]. Given the reactants [CH2:1]([CH:3]1[NH:8][C:7]2[CH:9]=[CH:10][C:11]([N+:13]([O-:15])=[O:14])=[CH:12][C:6]=2[O:5][CH2:4]1)[CH3:2].O.[F:17][C:18]([F:22])([F:21])[CH:19]=O.[BH3-]C#N.[Na+], predict the reaction product. (2) Given the reactants [CH2:1]([C:3]1[S:4][C:5]2[C:10]3[CH2:11][CH2:12][NH:13][CH2:14][CH2:15][C:9]=3[CH:8]=[CH:7][C:6]=2[N:16]=1)[CH3:2].[Cl:17][CH2:18][CH2:19][CH2:20][S:21][C:22]1[N:26]([CH3:27])[C:25]([C:28]2[O:32][CH:31]=[N:30][C:29]=2[CH3:33])=[N:24][N:23]=1, predict the reaction product. The product is: [ClH:17].[CH2:1]([C:3]1[S:4][C:5]2[C:10]3[CH2:11][CH2:12][N:13]([CH2:18][CH2:19][CH2:20][S:21][C:22]4[N:26]([CH3:27])[C:25]([C:28]5[O:32][CH:31]=[N:30][C:29]=5[CH3:33])=[N:24][N:23]=4)[CH2:14][CH2:15][C:9]=3[CH:8]=[CH:7][C:6]=2[N:16]=1)[CH3:2]. (3) Given the reactants [I:1][C:2]1[C:12]([O:13][CH2:14][C:15]2[CH:20]=[CH:19][CH:18]=[CH:17][CH:16]=2)=[CH:11][C:5]2[CH2:6][CH2:7][NH:8][CH2:9][CH2:10][C:4]=2[CH:3]=1.[C:21]1(=O)[CH2:24][CH2:23][CH2:22]1.C1(N2CCC3C=C(I)C(OC4N=CC(C(NC)=O)=CC=4)=CC=3CC2)CCC1, predict the reaction product. The product is: [CH:21]1([N:8]2[CH2:7][CH2:6][C:5]3[CH:11]=[C:12]([O:13][CH2:14][C:15]4[CH:20]=[CH:19][CH:18]=[CH:17][CH:16]=4)[C:2]([I:1])=[CH:3][C:4]=3[CH2:10][CH2:9]2)[CH2:24][CH2:23][CH2:22]1. (4) Given the reactants [F:1][C:2]1[CH:10]=[C:9]2[C:5](/[C:6](=[C:12]3/[CH:13]=[C:14]([C:19]4[CH:28]=[CH:27][C:22]([C:23]([O:25]C)=[O:24])=[CH:21][CH:20]=4)[C:15]([CH3:18])([CH3:17])[O:16]/3)/[C:7](=[O:11])[NH:8]2)=[CH:4][CH:3]=1.[OH-].[Na+].C1COCC1.Cl, predict the reaction product. The product is: [F:1][C:2]1[CH:10]=[C:9]2[C:5](/[C:6](=[C:12]3/[CH:13]=[C:14]([C:19]4[CH:20]=[CH:21][C:22]([C:23]([OH:25])=[O:24])=[CH:27][CH:28]=4)[C:15]([CH3:18])([CH3:17])[O:16]/3)/[C:7](=[O:11])[NH:8]2)=[CH:4][CH:3]=1. (5) Given the reactants [CH:1]1[C:14]2[CH:13]=[CH:12][C:11]3[C:6](=[CH:7][CH:8]=[CH:9][CH:10]=3)[C:5]=2[CH:4]=[CH:3][C:2]=1[C:15]([OH:17])=[O:16].[Br:18]Br, predict the reaction product. The product is: [Br:18][C:13]1[C:14]2[CH:1]=[C:2]([C:15]([OH:17])=[O:16])[CH:3]=[CH:4][C:5]=2[C:6]2[C:11](=[CH:10][CH:9]=[CH:8][CH:7]=2)[CH:12]=1. (6) The product is: [ClH:1].[ClH:1].[N:50]1([CH2:49][C@H:11]2[C@H:12]([C:29]3[CH:30]=[CH:31][C:32]([O:35][CH2:36][CH2:37][CH2:38][O:39][CH2:40][C:41]4[CH:46]=[CH:45][CH:44]=[CH:43][C:42]=4[O:47][CH3:48])=[CH:33][CH:34]=3)[C@@H:13]([O:15][CH2:16][C:17]3[CH:26]=[C:25]([O:27][CH3:28])[C:24]4[C:19](=[CH:20][CH:21]=[CH:22][CH:23]=4)[CH:18]=3)[CH2:14][NH:9][CH2:10]2)[CH:54]=[CH:53][N:52]=[CH:51]1. Given the reactants [ClH:1].C(OC([N:9]1[CH2:14][C@H:13]([O:15][CH2:16][C:17]2[CH:26]=[C:25]([O:27][CH3:28])[C:24]3[C:19](=[CH:20][CH:21]=[CH:22][CH:23]=3)[CH:18]=2)[C@@H:12]([C:29]2[CH:34]=[CH:33][C:32]([O:35][CH2:36][CH2:37][CH2:38][O:39][CH2:40][C:41]3[CH:46]=[CH:45][CH:44]=[CH:43][C:42]=3[O:47][CH3:48])=[CH:31][CH:30]=2)[C@H:11]([CH2:49][N:50]2[CH:54]=[CH:53][N:52]=[CH:51]2)[CH2:10]1)=O)(C)(C)C, predict the reaction product. (7) Given the reactants [C:1]([O:5][C:6](=[O:35])[NH:7][CH:8]1[CH2:13][CH2:12][CH2:11][N:10]([C:14]2[CH:19]=[CH:18][C:17]([NH:20][C:21]3[C:30]4[C:25](=[CH:26][CH:27]=[C:28](Cl)[N:29]=4)[N:24]=[CH:23][C:22]=3[C:32](=[O:34])[CH3:33])=[CH:16][N:15]=2)[CH2:9]1)([CH3:4])([CH3:3])[CH3:2].[Cl:36][C:37]1[CH:42]=[C:41](B2OC(C)(C)C(C)(C)O2)[CH:40]=[C:39]([F:52])[C:38]=1[OH:53], predict the reaction product. The product is: [C:1]([O:5][C:6](=[O:35])[NH:7][CH:8]1[CH2:13][CH2:12][CH2:11][N:10]([C:14]2[CH:19]=[CH:18][C:17]([NH:20][C:21]3[C:30]4[C:25](=[CH:26][CH:27]=[C:28]([C:41]5[CH:40]=[C:39]([F:52])[C:38]([OH:53])=[C:37]([Cl:36])[CH:42]=5)[N:29]=4)[N:24]=[CH:23][C:22]=3[C:32](=[O:34])[CH3:33])=[CH:16][N:15]=2)[CH2:9]1)([CH3:3])([CH3:2])[CH3:4]. (8) Given the reactants CS(O[CH2:6][C@H:7]([CH3:15])[CH2:8][CH2:9]OS(C)(=O)=O)(=O)=O.[NH2:16][C@@H:17]([CH3:20])[CH2:18][OH:19], predict the reaction product. The product is: [CH3:15][C@@H:7]1[CH2:8][CH2:9][N:16]([C@@H:17]([CH3:20])[CH2:18][OH:19])[CH2:6]1. (9) Given the reactants [NH2:1][C:2]1[C:3]([CH3:32])=[C:4]([C:8]2[N:9]=[C:10]([NH:17][C:18]3[CH:23]=[CH:22][C:21]([C:24]([N:26]4[CH2:31][CH2:30][O:29][CH2:28][CH2:27]4)=O)=[CH:20][CH:19]=3)[C:11]3[N:12]([CH:14]=[CH:15][N:16]=3)[CH:13]=2)[CH:5]=[CH:6][CH:7]=1.[H-].[Al+3].[Li+].[H-].[H-].[H-], predict the reaction product. The product is: [NH2:1][C:2]1[C:3]([CH3:32])=[C:4]([C:8]2[N:9]=[C:10]([NH:17][C:18]3[CH:19]=[CH:20][C:21]([CH2:24][N:26]4[CH2:27][CH2:28][O:29][CH2:30][CH2:31]4)=[CH:22][CH:23]=3)[C:11]3[N:12]([CH:14]=[CH:15][N:16]=3)[CH:13]=2)[CH:5]=[CH:6][CH:7]=1.